Dataset: Catalyst prediction with 721,799 reactions and 888 catalyst types from USPTO. Task: Predict which catalyst facilitates the given reaction. (1) Reactant: [CH3:1][N:2]([CH3:34])[C:3]([C:5]1[CH:6]=[C:7]([CH:12]2[CH:21]([C:22]3[N:23]([CH3:27])[CH:24]=[CH:25][N:26]=3)[C:20](=O)[C:19]3[C:18]([C:29]([O:31]CC)=O)=[CH:17][CH:16]=[CH:15][C:14]=3[NH:13]2)[CH:8]=[CH:9][C:10]=1[F:11])=[O:4].O.[NH2:36][NH2:37]. Product: [F:11][C:10]1[CH:9]=[CH:8][C:7]([CH:12]2[NH:13][C:14]3[C:19]4[C:20](=[N:36][NH:37][C:29](=[O:31])[C:18]=4[CH:17]=[CH:16][CH:15]=3)[CH:21]2[C:22]2[N:23]([CH3:27])[CH:24]=[CH:25][N:26]=2)=[CH:6][C:5]=1[C:3]([N:2]([CH3:1])[CH3:34])=[O:4]. The catalyst class is: 5. (2) Reactant: Br[C:2]1[CH:14]=[CH:13][C:5]2[N:6]([CH3:12])[C:7]([CH:9]([F:11])[F:10])=[N:8][C:4]=2[CH:3]=1.[CH3:15][C:16]1([CH3:32])[C:20]([CH3:22])([CH3:21])[O:19][B:18]([B:18]2[O:19][C:20]([CH3:22])([CH3:21])[C:16]([CH3:32])([CH3:15])[O:17]2)[O:17]1.ClCCl.C([O-])(=O)C.[K+]. Product: [F:10][CH:9]([F:11])[C:7]1[N:6]([CH3:12])[C:5]2[CH:13]=[CH:14][C:2]([B:18]3[O:19][C:20]([CH3:22])([CH3:21])[C:16]([CH3:32])([CH3:15])[O:17]3)=[CH:3][C:4]=2[N:8]=1. The catalyst class is: 75. (3) Reactant: [Cl:1][C:2]1[CH:15]=[C:14]([CH2:16][N:17]2[CH2:21][CH2:20][CH2:19][CH2:18]2)[C:13]([Cl:22])=[CH:12][C:3]=1[O:4][C@H:5]1[CH2:8][C@H:7]([CH2:9][NH:10][CH3:11])[CH2:6]1.C(N(CC)CC)C.[CH3:30][C:31]1[C:35]([C:36](Cl)=[O:37])=[C:34]([CH3:39])[O:33][N:32]=1.C([O-])([O-])=O.[K+].[K+]. Product: [ClH:1].[Cl:1][C:2]1[CH:15]=[C:14]([CH2:16][N:17]2[CH2:21][CH2:20][CH2:19][CH2:18]2)[C:13]([Cl:22])=[CH:12][C:3]=1[O:4][C@H:5]1[CH2:6][C@H:7]([CH2:9][N:10]([CH3:11])[C:36]([C:35]2[C:31]([CH3:30])=[N:32][O:33][C:34]=2[CH3:39])=[O:37])[CH2:8]1. The catalyst class is: 2. (4) Reactant: [NH2:1][C:2]1[C:11]2[C:6](=[C:7]([O:14][CH:15]3[CH2:19][CH2:18][CH2:17][CH2:16]3)[C:8]([O:12][CH3:13])=[CH:9][CH:10]=2)[O:5][C:4](=[O:20])[CH:3]=1.[B-](F)(F)(F)[F:22].[B-](F)(F)(F)F.C1[N+]2(CCl)CC[N+](F)(CC2)C1. Product: [NH2:1][C:2]1[C:11]2[C:6](=[C:7]([O:14][CH:15]3[CH2:19][CH2:18][CH2:17][CH2:16]3)[C:8]([O:12][CH3:13])=[CH:9][CH:10]=2)[O:5][C:4](=[O:20])[C:3]=1[F:22]. The catalyst class is: 10.